From a dataset of Catalyst prediction with 721,799 reactions and 888 catalyst types from USPTO. Predict which catalyst facilitates the given reaction. The catalyst class is: 11. Reactant: [H-].[Na+].[CH3:3][CH2:4][O:5][C:6]([CH:8](P(OCC)(OCC)=O)[CH3:9])=[O:7].[Br:18][C:19]1[CH:20]=[N:21][C:22]([N:27]2[CH2:31][CH2:30][CH:29]([CH3:32])[CH2:28]2)=[C:23]([CH:26]=1)[CH:24]=O. Product: [Br:18][C:19]1[CH:26]=[C:23](/[CH:24]=[C:8](\[CH3:9])/[C:6]([O:5][CH2:4][CH3:3])=[O:7])[C:22]([N:27]2[CH2:31][CH2:30][CH:29]([CH3:32])[CH2:28]2)=[N:21][CH:20]=1.